The task is: Regression. Given a peptide amino acid sequence and an MHC pseudo amino acid sequence, predict their binding affinity value. This is MHC class I binding data.. This data is from Peptide-MHC class I binding affinity with 185,985 pairs from IEDB/IMGT. (1) The peptide sequence is EFCDMLRLI. The MHC is HLA-A32:01 with pseudo-sequence HLA-A32:01. The binding affinity (normalized) is 0.111. (2) The peptide sequence is YLGPTIRVW. The MHC is HLA-B40:01 with pseudo-sequence HLA-B40:01. The binding affinity (normalized) is 0.0847. (3) The peptide sequence is ELESQISEL. The MHC is HLA-A02:01 with pseudo-sequence HLA-A02:01. The binding affinity (normalized) is 0. (4) The peptide sequence is CTEETKRNIA. The MHC is HLA-A68:02 with pseudo-sequence HLA-A68:02. The binding affinity (normalized) is 0.110. (5) The peptide sequence is LYRYIQWLR. The MHC is HLA-B07:02 with pseudo-sequence HLA-B07:02. The binding affinity (normalized) is 0.0847. (6) The peptide sequence is DTSEKYSKGY. The MHC is HLA-A68:01 with pseudo-sequence HLA-A68:01. The binding affinity (normalized) is 0.420.